This data is from Forward reaction prediction with 1.9M reactions from USPTO patents (1976-2016). The task is: Predict the product of the given reaction. (1) Given the reactants C(OC([N:8]1[CH2:13][CH2:12][N:11]([C:14]([C:16]2[C:24]3[C:19](=[CH:20][CH:21]=[CH:22][CH:23]=3)[N:18]([C:25]3[CH:30]=[CH:29][CH:28]=[CH:27][CH:26]=3)[C:17]=2[O:31][C:32]2[CH:37]=[C:36]([F:38])[CH:35]=[CH:34][C:33]=2[CH3:39])=[O:15])[CH2:10][CH2:9]1)=O)(C)(C)C.[C:40]([OH:46])([C:42]([F:45])([F:44])[F:43])=[O:41], predict the reaction product. The product is: [F:38][C:36]1[CH:35]=[CH:34][C:33]([CH3:39])=[C:32]([CH:37]=1)[O:31][C:17]1[N:18]([C:25]2[CH:26]=[CH:27][CH:28]=[CH:29][CH:30]=2)[C:19]2[C:24]([C:16]=1[C:14]([N:11]1[CH2:10][CH2:9][NH:8][CH2:13][CH2:12]1)=[O:15])=[CH:23][CH:22]=[CH:21][CH:20]=2.[F:43][C:42]([F:45])([F:44])[C:40]([OH:46])=[O:41].[F:38][C:36]1[CH:35]=[CH:34][C:33]([CH3:39])=[C:32]([CH:37]=1)[O:31][C:17]1[N:18]([C:25]2[CH:26]=[CH:27][CH:28]=[CH:29][CH:30]=2)[C:19]2[C:24]([C:16]=1[C:14]([N:11]1[CH2:10][CH2:9][NH:8][CH2:13][CH2:12]1)=[O:15])=[CH:23][CH:22]=[CH:21][CH:20]=2. (2) Given the reactants [H-].[Na+].CN(C=O)C.C([O:12][C:13](=[O:22])[C:14]([CH3:21])([CH3:20])[CH2:15][CH2:16][CH2:17][CH2:18][OH:19])(C)(C)C.C([O:27][C:28](=[O:37])[C:29]([CH3:36])([CH3:35])[CH2:30][CH2:31][CH2:32][CH2:33]I)(C)(C)C, predict the reaction product. The product is: [CH3:21][C:14]([C:13]([OH:12])=[O:22])([CH2:15][CH2:16][CH2:17][CH2:18][O:19][CH2:33][CH2:32][CH2:31][CH2:30][C:29]([C:28]([OH:37])=[O:27])([CH3:36])[CH3:35])[CH3:20]. (3) Given the reactants C([O:5][C:6](=[O:31])[CH2:7][C@@H:8]1[N:14]=[C:13]([C:15]2[CH:20]=[CH:19][C:18]([Cl:21])=[CH:17][CH:16]=2)[C:12]2[C:22]([CH3:26])=[C:23]([CH3:25])[S:24][C:11]=2[N:10]2[C:27]([CH3:30])=[N:28][N:29]=[C:9]12)(C)(C)C, predict the reaction product. The product is: [ClH:21].[C:6]([CH2:7][CH:8]1[N:14]=[C:13]([C:15]2[CH:16]=[CH:17][C:18]([Cl:21])=[CH:19][CH:20]=2)[C:12]2[C:22]([CH3:26])=[C:23]([CH3:25])[S:24][C:11]=2[N:10]2[C:27]([CH3:30])=[NH+:28][N:29]=[C:9]12)([OH:31])=[O:5]. (4) Given the reactants [O:1]1[CH2:6][CH2:5][CH:4]([N:7]([C@@H:9]2[CH2:13][CH2:12][N:11]([C:14]([O:16][C:17]([CH3:20])([CH3:19])[CH3:18])=[O:15])[CH2:10]2)[CH3:8])[CH2:3][CH2:2]1.[Cl:21][C:22]1[CH:29]=[C:28]([Cl:30])[CH:27]=[CH:26][C:23]=1C=O.[C:31](O[BH-](OC(=O)C)OC(=O)C)(=O)C.[Na+].O, predict the reaction product. The product is: [Cl:21][C:22]1[CH:29]=[C:28]([Cl:30])[CH:27]=[CH:26][C:23]=1[CH2:8][N:7]([CH2:9][C@H:13]1[CH2:31][CH2:10][N:11]([C:14]([O:16][C:17]([CH3:18])([CH3:19])[CH3:20])=[O:15])[CH2:12]1)[CH:4]1[CH2:3][CH2:2][O:1][CH2:6][CH2:5]1. (5) Given the reactants Cl.[NH2:2][C@@H:3]([C:7]12[CH2:16][CH:11]3[CH2:12][CH:13]([CH2:15][C:9]([OH:17])([CH2:10]3)[CH2:8]1)[CH2:14]2)[C:4]([OH:6])=[O:5].[OH-].[Na+].Cl[C:21]([O:23][CH2:24][C:25]1[CH:30]=[CH:29][CH:28]=[CH:27][CH:26]=1)=[O:22], predict the reaction product. The product is: [CH2:24]([O:23][C:21]([NH:2][C@@H:3]([C:7]12[CH2:16][CH:11]3[CH2:12][CH:13]([CH2:15][C:9]([OH:17])([CH2:10]3)[CH2:8]1)[CH2:14]2)[C:4]([OH:6])=[O:5])=[O:22])[C:25]1[CH:30]=[CH:29][CH:28]=[CH:27][CH:26]=1. (6) Given the reactants [C:1]([O:5][C:6]([N:8]1[CH2:12][CH2:11][CH2:10][CH:9]1[C:13]1[NH:14][C:15]([C:18]2[CH:31]=[CH:30][C:29]3[C:28]4[C:23](=[CH:24][C:25]([C:32]5[NH:33][C:34]([CH:37]6[CH2:41][CH2:40][CH2:39][N:38]6[C:42]([O:44][C:45]([CH3:48])([CH3:47])[CH3:46])=[O:43])=[N:35][CH:36]=5)=[CH:26][CH:27]=4)[CH2:22]C[C:20]=3[CH:19]=2)=[CH:16][N:17]=1)=[O:7])([CH3:4])([CH3:3])[CH3:2].CC1(C)C(C)(C)OB(C2C=CC3C4C(=CC(B5OC(C)(C)C(C)(C)O5)=CC=4)C(=O)C=3C=2)[O:51]1, predict the reaction product. The product is: [C:1]([O:5][C:6]([N:8]1[CH2:12][CH2:11][CH2:10][CH:9]1[C:13]1[NH:14][C:15]([C:18]2[CH:19]=[CH:20][C:29]3[C:28]4[C:23](=[CH:24][C:25]([C:32]5[NH:33][C:34]([CH:37]6[CH2:41][CH2:40][CH2:39][N:38]6[C:42]([O:44][C:45]([CH3:48])([CH3:46])[CH3:47])=[O:43])=[N:35][CH:36]=5)=[CH:26][CH:27]=4)[C:22](=[O:51])[C:30]=3[CH:31]=2)=[CH:16][N:17]=1)=[O:7])([CH3:2])([CH3:4])[CH3:3]. (7) The product is: [C:1]([C:3]1[C:4]([N:16]2[CH2:17][CH2:18][CH:19]([C:22](=[O:24])[NH:37][S:34]([CH2:33][C:27]3[CH:28]=[CH:29][C:30]([Cl:32])=[CH:31][C:26]=3[Cl:25])(=[O:35])=[O:36])[CH2:20][CH2:21]2)=[N:5][C:6]([O:14][CH3:15])=[C:7]([CH:8]=1)[C:9]([O:11][CH2:12][CH3:13])=[O:10])#[N:2]. Given the reactants [C:1]([C:3]1[C:4]([N:16]2[CH2:21][CH2:20][CH:19]([C:22]([OH:24])=O)[CH2:18][CH2:17]2)=[N:5][C:6]([O:14][CH3:15])=[C:7]([C:9]([O:11][CH2:12][CH3:13])=[O:10])[CH:8]=1)#[N:2].[Cl:25][C:26]1[CH:31]=[C:30]([Cl:32])[CH:29]=[CH:28][C:27]=1[CH2:33][S:34]([NH2:37])(=[O:36])=[O:35], predict the reaction product.